From a dataset of Reaction yield outcomes from USPTO patents with 853,638 reactions. Predict the reaction yield, written as a fraction of the theoretical maximum amount of product (1.0 means a 100% yield; for example, 0.34 means a 34% yield). (1) The reactants are Br[C:2]1[C:3]([O:18][CH:19]2[CH2:22][CH2:21][CH2:20]2)=[C:4]2[C:9](=[CH:10][CH:11]=1)[N:8]([C:12]([CH:14]1[CH2:16][CH2:15]1)=[O:13])[C@@H:7]([CH3:17])[CH2:6][CH2:5]2.[B:23]1([B:23]2[O:27][C:26]([CH3:29])([CH3:28])[C:25]([CH3:31])([CH3:30])[O:24]2)[O:27][C:26]([CH3:29])([CH3:28])[C:25]([CH3:31])([CH3:30])[O:24]1.C([O-])(=O)C.[K+].O1CCOCC1. The catalyst is C1C=CC(P(C2C=CC=CC=2)[C-]2C=CC=C2)=CC=1.C1C=CC(P(C2C=CC=CC=2)[C-]2C=CC=C2)=CC=1.Cl[Pd]Cl.[Fe+2].ClCCl.O. The product is [CH:19]1([O:18][C:3]2[C:2]([B:23]3[O:27][C:26]([CH3:29])([CH3:28])[C:25]([CH3:31])([CH3:30])[O:24]3)=[CH:11][CH:10]=[C:9]3[C:4]=2[CH2:5][CH2:6][C@H:7]([CH3:17])[N:8]3[C:12]([CH:14]2[CH2:16][CH2:15]2)=[O:13])[CH2:22][CH2:21][CH2:20]1. The yield is 0.550. (2) The reactants are [OH:1][C:2]1[CH:28]=[CH:27][C:5]([CH2:6][C:7]2[C:11]3[C:12](=[O:26])[N:13]([C:20]4[CH:25]=[CH:24][CH:23]=[CH:22][CH:21]=4)[C:14]4[N:15]=[CH:16][CH:17]=[CH:18][C:19]=4[C:10]=3[NH:9][N:8]=2)=[CH:4][CH:3]=1.[C:29](N1C=CN=C1)(=[O:31])[CH3:30]. The catalyst is CN(C=O)C.C(=O)([O-])O.[Na+]. The product is [C:29]([O:1][C:2]1[CH:28]=[CH:27][C:5]([CH2:6][C:7]2[C:11]3[C:12](=[O:26])[N:13]([C:20]4[CH:25]=[CH:24][CH:23]=[CH:22][CH:21]=4)[C:14]4[N:15]=[CH:16][CH:17]=[CH:18][C:19]=4[C:10]=3[NH:9][N:8]=2)=[CH:4][CH:3]=1)(=[O:31])[CH3:30]. The yield is 0.600.